From a dataset of Forward reaction prediction with 1.9M reactions from USPTO patents (1976-2016). Predict the product of the given reaction. Given the reactants [H-].[Na+].[Br:3][C:4]1[CH:12]=[CH:11][C:10]([Br:13])=[C:9]2[C:5]=1[C:6]([CH3:14])=[CH:7][NH:8]2.[CH3:15][Si:16]([CH3:23])([CH3:22])[CH2:17][CH2:18][O:19][CH2:20]Cl.O, predict the reaction product. The product is: [Br:3][C:4]1[CH:12]=[CH:11][C:10]([Br:13])=[C:9]2[C:5]=1[C:6]([CH3:14])=[CH:7][N:8]2[CH2:20][O:19][CH2:18][CH2:17][Si:16]([CH3:23])([CH3:22])[CH3:15].